Dataset: Full USPTO retrosynthesis dataset with 1.9M reactions from patents (1976-2016). Task: Predict the reactants needed to synthesize the given product. (1) Given the product [CH3:1][O:2][C:3]([C:5]1[N:6]([CH2:25][C:26]2[CH:31]=[CH:30][CH:29]=[CH:28][CH:27]=2)[C:7](=[O:24])[C:8]2[C:13]([C:14]=1[C:15]1[CH:20]=[CH:19][C:18]([C:21]([OH:33])=[O:22])=[CH:17][CH:16]=1)=[CH:12][C:11]([Cl:23])=[CH:10][CH:9]=2)=[O:4], predict the reactants needed to synthesize it. The reactants are: [CH3:1][O:2][C:3]([C:5]1[N:6]([CH2:25][C:26]2[CH:31]=[CH:30][CH:29]=[CH:28][CH:27]=2)[C:7](=[O:24])[C:8]2[C:13]([C:14]=1[C:15]1[CH:20]=[CH:19][C:18]([CH:21]=[O:22])=[CH:17][CH:16]=1)=[CH:12][C:11]([Cl:23])=[CH:10][CH:9]=2)=[O:4].P([O-])(O)(O)=[O:33].[Na+].CC(=CC)C.Cl([O-])=O.[Na+]. (2) Given the product [Cl:14][C:11]1[CH:12]=[CH:13][C:8]([C:6]2[CH:5]=[CH:4][N:40]=[C:38]([NH:37][C:27]3[CH:28]=[CH:29][C:30]([N:31]4[CH:35]=[C:34]([CH3:36])[N:33]=[CH:32]4)=[C:25]([O:24][CH3:23])[CH:26]=3)[N:39]=2)=[CH:9][CH:10]=1, predict the reactants needed to synthesize it. The reactants are: CN([CH:4]=[CH:5][C:6]([C:8]1[CH:13]=[CH:12][C:11]([Cl:14])=[CH:10][CH:9]=1)=O)C.[N+]([O-])(O)=O.[N+]([O-])(O)=O.[CH3:23][O:24][C:25]1[CH:26]=[C:27]([NH:37][C:38]([NH2:40])=[NH:39])[CH:28]=[CH:29][C:30]=1[N:31]1[CH:35]=[C:34]([CH3:36])[N:33]=[CH:32]1. (3) Given the product [CH:1]([C:4]1[CH:9]=[CH:8][C:7]([O:10][CH2:12][CH:14]2[CH2:15][O:16]2)=[CH:6][C:5]=1[CH3:11])([CH3:3])[CH3:2], predict the reactants needed to synthesize it. The reactants are: [CH:1]([C:4]1[CH:9]=[CH:8][C:7]([OH:10])=[CH:6][C:5]=1[CH3:11])([CH3:3])[CH3:2].[CH2:12]([CH:14]1[O:16][CH2:15]1)Cl. (4) The reactants are: C[O:2][C:3]([C:5]1[C:14]2[CH:13]=[C:12]3[O:15][CH2:16][O:17][C:11]3=[CH:10][C:9]=2[N:8]=[C:7]([C:18]2[CH:23]=[CH:22][CH:21]=[CH:20][CH:19]=2)[C:6]=1[CH2:24][N:25]1[CH2:30][CH2:29][CH:28]([N:31]2[CH2:36][CH2:35][CH2:34][CH2:33][CH2:32]2)[CH2:27][CH2:26]1)=[O:4].[ClH:37]. Given the product [ClH:37].[N:31]1([CH:28]2[CH2:27][CH2:26][N:25]([CH2:24][C:6]3[C:7]([C:18]4[CH:23]=[CH:22][CH:21]=[CH:20][CH:19]=4)=[N:8][C:9]4[CH:10]=[C:11]5[O:17][CH2:16][O:15][C:12]5=[CH:13][C:14]=4[C:5]=3[C:3]([OH:4])=[O:2])[CH2:30][CH2:29]2)[CH2:36][CH2:35][CH2:34][CH2:33][CH2:32]1, predict the reactants needed to synthesize it. (5) Given the product [C:1]1([C:7]([C:11]2[CH:16]=[CH:15][CH:14]=[CH:13][CH:12]=2)=[CH:8][CH:9]=[CH:22][C:17]([O:19][CH2:20][CH3:21])=[O:18])[CH:6]=[CH:5][CH:4]=[CH:3][CH:2]=1, predict the reactants needed to synthesize it. The reactants are: [C:1]1([C:7]([C:11]2[CH:16]=[CH:15][CH:14]=[CH:13][CH:12]=2)=[CH:8][CH:9]=O)[CH:6]=[CH:5][CH:4]=[CH:3][CH:2]=1.[C:17]([CH:22]=C1CCP(C2C=CC=CC=2)C1(C1C=CC=CC=1)C1C=CC=CC=1)([O:19][CH2:20][CH3:21])=[O:18].C(O)(=O)C1C=CC=CC=1.C1C=CC=CC=1. (6) The reactants are: [F-].C([N+](CCCC)(CCCC)CCCC)CCC.[Si]([O:26][CH2:27][CH:28]1[CH2:33][CH2:32][C:31]([C:36]([N:38]2[CH2:42][CH2:41][C@@:40]([S:59]([C:62]3[CH:67]=[CH:66][C:65]([F:68])=[C:64]([CH3:69])[CH:63]=3)(=[O:61])=[O:60])([C:43]3[CH:48]=[CH:47][C:46]([C:49]([F:58])([C:54]([F:57])([F:56])[F:55])[C:50]([F:53])([F:52])[F:51])=[CH:45][CH:44]=3)[CH2:39]2)=[O:37])([O:34][CH3:35])[CH2:30][CH2:29]1)(C(C)(C)C)(C)C. Given the product [F:68][C:65]1[CH:66]=[CH:67][C:62]([S:59]([C@@:40]2([C:43]3[CH:48]=[CH:47][C:46]([C:49]([F:58])([C:54]([F:55])([F:56])[F:57])[C:50]([F:51])([F:52])[F:53])=[CH:45][CH:44]=3)[CH2:41][CH2:42][N:38]([C:36]([C:31]3([O:34][CH3:35])[CH2:30][CH2:29][CH:28]([CH2:27][OH:26])[CH2:33][CH2:32]3)=[O:37])[CH2:39]2)(=[O:60])=[O:61])=[CH:63][C:64]=1[CH3:69], predict the reactants needed to synthesize it.